From a dataset of Reaction yield outcomes from USPTO patents with 853,638 reactions. Predict the reaction yield, written as a fraction of the theoretical maximum amount of product (1.0 means a 100% yield; for example, 0.34 means a 34% yield). (1) The reactants are Br[C:2]1[CH:15]=[N:14][C:5]2[NH:6][C:7](=[O:13])[C:8]([CH3:12])([CH3:11])[NH:9][CH2:10][C:4]=2[CH:3]=1.[CH3:16][N:17]([CH2:22][C:23]1[N:24]([CH3:32])[C:25]2[C:30]([CH:31]=1)=[CH:29][CH:28]=[CH:27][CH:26]=2)[C:18](=[O:21])[CH:19]=[CH2:20].C(N(C(C)C)C(C)C)C.CC1C=CC=CC=1P(C1C=CC=CC=1C)C1C=CC=CC=1C. The catalyst is C(#N)CC.CN(C=O)C.CCOC(C)=O.CC([O-])=O.CC([O-])=O.[Pd+2]. The product is [CH3:11][C:8]1([CH3:12])[C:7](=[O:13])[NH:6][C:5]2[N:14]=[CH:15][C:2](/[CH:20]=[CH:19]/[C:18]([N:17]([CH3:16])[CH2:22][C:23]3[N:24]([CH3:32])[C:25]4[C:30]([CH:31]=3)=[CH:29][CH:28]=[CH:27][CH:26]=4)=[O:21])=[CH:3][C:4]=2[CH2:10][NH:9]1. The yield is 0.510. (2) The reactants are [NH2:1][C:2]1[CH:6]=[C:5]([C:7]2[CH:12]=[CH:11][N:10]=[CH:9][CH:8]=2)[S:4][C:3]=1[C:13]([NH2:15])=[O:14].CO[C:18](OC)([CH3:23])[C:19]([O:21][CH3:22])=[O:20]. The catalyst is FC(F)(F)C(O)=O. The product is [CH3:23][C:18]1([C:19]([O:21][CH3:22])=[O:20])[NH:1][C:2]2[CH:6]=[C:5]([C:7]3[CH:8]=[CH:9][N:10]=[CH:11][CH:12]=3)[S:4][C:3]=2[C:13](=[O:14])[NH:15]1. The yield is 0.420. (3) The reactants are [C:1]([O:4][C:5]1[CH:10]=[C:9]([C:11](=[O:13])[CH3:12])[CH:8]=[CH:7][C:6]=1[S:14]([CH3:17])(=[O:16])=[O:15])(=[O:3])[CH3:2].[CH3:18][N:19]([CH:21](OC)OC)[CH3:20]. The catalyst is CN(C=O)C. The product is [C:1]([O:4][C:5]1[CH:10]=[C:9]([C:11](=[O:13])/[CH:12]=[CH:18]/[N:19]([CH3:21])[CH3:20])[CH:8]=[CH:7][C:6]=1[S:14]([CH3:17])(=[O:16])=[O:15])(=[O:3])[CH3:2]. The yield is 0.300. (4) The reactants are C(S)CCCCCCCCC.CC([O-])(C)C.[K+].C[O:19][C:20]1[CH:27]=[CH:26][C:23]([C:24]#[N:25])=[C:22]([CH3:28])[CH:21]=1. The catalyst is CN(C=O)C.O. The product is [OH:19][C:20]1[CH:27]=[CH:26][C:23]([C:24]#[N:25])=[C:22]([CH3:28])[CH:21]=1. The yield is 0.526. (5) The reactants are S(Cl)(Cl)=O.CC1C=C(C)C=CC=1C(O)=O.CC1C=C(C)C=CC=1C(Cl)=O.[CH3:27][O:28][C:29]1[CH:30]=[C:31]2[C:36](=[CH:37][C:38]=1[O:39][CH3:40])[N:35]=[CH:34][CH:33]=[C:32]2[O:41][C:42]1[CH:48]=[CH:47][C:45]([NH2:46])=[CH:44][CH:43]=1.[CH3:49][C:50]1[CH:55]=[C:54]([CH3:56])[CH:53]=[CH:52][C:51]=1[C:57]([N:59]=[C:60]=[S:61])=[O:58]. The catalyst is C1(C)C=CC=CC=1.C(O)C. The product is [CH3:27][O:28][C:29]1[CH:30]=[C:31]2[C:36](=[CH:37][C:38]=1[O:39][CH3:40])[N:35]=[CH:34][CH:33]=[C:32]2[O:41][C:42]1[CH:48]=[CH:47][C:45]([NH:46][C:60]([NH:59][C:57](=[O:58])[C:51]2[CH:52]=[CH:53][C:54]([CH3:56])=[CH:55][C:50]=2[CH3:49])=[S:61])=[CH:44][CH:43]=1. The yield is 0.930.